Dataset: TCR-epitope binding with 47,182 pairs between 192 epitopes and 23,139 TCRs. Task: Binary Classification. Given a T-cell receptor sequence (or CDR3 region) and an epitope sequence, predict whether binding occurs between them. The epitope is KLSYGIATV. The TCR CDR3 sequence is CASSLALADTQYF. Result: 1 (the TCR binds to the epitope).